From a dataset of Reaction yield outcomes from USPTO patents with 853,638 reactions. Predict the reaction yield, written as a fraction of the theoretical maximum amount of product (1.0 means a 100% yield; for example, 0.34 means a 34% yield). (1) The reactants are Br[C:2]1[CH:3]=[N:4][CH:5]=[C:6]([N+:9]([O-:11])=[O:10])[C:7]=1[NH2:8].[F:12][C:13]1[CH:14]=[N:15][CH:16]=[C:17](B2OC(C)(C)C(C)(C)O2)[CH:18]=1.[O-]P([O-])([O-])=O.[K+].[K+].[K+].O. The catalyst is C1C=CC([P]([Pd]([P](C2C=CC=CC=2)(C2C=CC=CC=2)C2C=CC=CC=2)([P](C2C=CC=CC=2)(C2C=CC=CC=2)C2C=CC=CC=2)[P](C2C=CC=CC=2)(C2C=CC=CC=2)C2C=CC=CC=2)(C2C=CC=CC=2)C2C=CC=CC=2)=CC=1.CN(C=O)C. The product is [F:12][C:13]1[CH:18]=[C:17]([C:2]2[CH:3]=[N:4][CH:5]=[C:6]([N+:9]([O-:11])=[O:10])[C:7]=2[NH2:8])[CH:16]=[N:15][CH:14]=1. The yield is 0.740. (2) The reactants are [Br:1][C:2]1[CH:3]=[N:4][N:5]2[C:10]([OH:11])=[C:9]([C:12]([O:14]CC)=[O:13])[CH:8]=[N:7][C:6]=12.[OH-].[Na+]. The catalyst is C(O)C. The product is [Br:1][C:2]1[CH:3]=[N:4][N:5]2[C:10]([OH:11])=[C:9]([C:12]([OH:14])=[O:13])[CH:8]=[N:7][C:6]=12. The yield is 0.990. (3) The reactants are NC(C1C=CC2C(=CC=C(O[C@H]3CC[C@H](C(C)(C)C)CC3)C=2)N=1)(C)COP(=O)(O)O.[ClH:31].C(OC(=O)[NH:38][C:39]([C:55]1[CH:64]=[CH:63][C:62]2[C:57](=[CH:58][CH:59]=[C:60]([O:69][C@H:70]3[CH2:75][CH2:74][C@H:73]([C:76]([CH3:79])([CH3:78])[CH3:77])[CH2:72][CH2:71]3)[C:61]=2[C:65]([F:68])([F:67])[F:66])[N:56]=1)([CH3:54])[CH2:40][O:41][P:42]([O:49]C(C)(C)C)([O:44]C(C)(C)C)=[O:43])(C)(C)C. No catalyst specified. The product is [NH2:38][C:39]([C:55]1[CH:64]=[CH:63][C:62]2[C:57](=[CH:58][CH:59]=[C:60]([O:69][C@H:70]3[CH2:71][CH2:72][C@H:73]([C:76]([CH3:79])([CH3:78])[CH3:77])[CH2:74][CH2:75]3)[C:61]=2[C:65]([F:68])([F:66])[F:67])[N:56]=1)([CH3:54])[CH2:40][O:41][P:42](=[O:43])([OH:44])[OH:49].[ClH:31]. The yield is 0.880. (4) The yield is 0.380. The product is [CH2:17]([C:16]1[C:15]([C:14]([O:21][CH3:22])=[O:20])=[CH:10][NH:11][CH:12]=1)[CH2:18][CH3:19]. The reactants are C1(C)C=CC(S([CH2:10][N+:11]#[C-:12])(=O)=O)=CC=1.[C:14]([O:21][CH3:22])(=[O:20])/[CH:15]=[CH:16]/[CH2:17][CH2:18][CH3:19].CC(C)([O-])C.[K+]. No catalyst specified. (5) The reactants are [CH3:1][C:2]1[CH:7]=[CH:6][C:5]([NH:8][C:9]([O:11][CH2:12][C:13]2[CH:18]=[CH:17][CH:16]=[CH:15][CH:14]=2)=[O:10])=[CH:4][C:3]=1[CH:19]1[CH2:24][CH2:23][NH:22][CH2:21][CH2:20]1.[F:25][C:26]1[CH:40]=[C:39]([F:41])[C:38]([F:42])=[CH:37][C:27]=1[O:28][C:29]1[CH:36]=[CH:35][C:32]([CH:33]=O)=[CH:31][CH:30]=1.C(O)(=O)C.C(O[BH-](OC(=O)C)OC(=O)C)(=O)C.[Na+].C([O-])(O)=O.[Na+]. The catalyst is ClC(Cl)C.C(Cl)Cl. The product is [CH3:1][C:2]1[CH:7]=[CH:6][C:5]([NH:8][C:9]([O:11][CH2:12][C:13]2[CH:18]=[CH:17][CH:16]=[CH:15][CH:14]=2)=[O:10])=[CH:4][C:3]=1[CH:19]1[CH2:20][CH2:21][N:22]([CH2:33][C:32]2[CH:35]=[CH:36][C:29]([O:28][C:27]3[CH:37]=[C:38]([F:42])[C:39]([F:41])=[CH:40][C:26]=3[F:25])=[CH:30][CH:31]=2)[CH2:23][CH2:24]1. The yield is 0.880. (6) The reactants are Br[CH:2]1[CH2:8][NH:7][C:6]2[CH:9]=[CH:10][CH:11]=[CH:12][C:5]=2[N:4]2[C:13]([CH3:16])=[N:14][N:15]=[C:3]12.[C:17]1(B(O)O)[CH:22]=[CH:21][CH:20]=[CH:19][CH:18]=1.C([O-])([O-])=O.[Cs+].[Cs+]. The catalyst is O1CCOCC1.O.C1C=CC([P]([Pd]([P](C2C=CC=CC=2)(C2C=CC=CC=2)C2C=CC=CC=2)([P](C2C=CC=CC=2)(C2C=CC=CC=2)C2C=CC=CC=2)[P](C2C=CC=CC=2)(C2C=CC=CC=2)C2C=CC=CC=2)(C2C=CC=CC=2)C2C=CC=CC=2)=CC=1. The product is [CH3:16][C:13]1[N:4]2[C:5]3[CH:12]=[CH:11][C:10]([C:17]4[CH:22]=[CH:21][CH:20]=[CH:19][CH:18]=4)=[CH:9][C:6]=3[NH:7][CH2:8][CH2:2][C:3]2=[N:15][N:14]=1. The yield is 0.550. (7) The yield is 0.900. The product is [Cl:1][C:2]1[CH:18]=[CH:17][C:5]2[CH2:6][CH2:7][N:8]([C:11](=[O:16])[C:12]([F:15])([F:14])[F:13])[CH2:9][CH2:10][C:4]=2[C:3]=1[C:31]#[N:32]. The catalyst is [C-]#N.[Zn+2].[C-]#N.C1C=CC(/C=C/C(/C=C/C2C=CC=CC=2)=O)=CC=1.C1C=CC(/C=C/C(/C=C/C2C=CC=CC=2)=O)=CC=1.C1C=CC(/C=C/C(/C=C/C2C=CC=CC=2)=O)=CC=1.[Pd].[Pd].C1C=CC(P(C2C=CC=CC=2)[C-]2C=CC=C2)=CC=1.C1C=CC(P(C2C=CC=CC=2)[C-]2C=CC=C2)=CC=1.[Fe+2]. The reactants are [Cl:1][C:2]1[CH:18]=[CH:17][C:5]2[CH2:6][CH2:7][N:8]([C:11](=[O:16])[C:12]([F:15])([F:14])[F:13])[CH2:9][CH2:10][C:4]=2[C:3]=1OS(C(F)(F)F)(=O)=O.C(Cl)Cl.O.[CH3:31][N:32](C=O)C. (8) The reactants are [NH2:1][C:2]1[C:3]([C:9]([O:11]C)=O)=[N:4][C:5]([Br:8])=[CH:6][N:7]=1.[CH3:13][NH2:14]. No catalyst specified. The product is [NH2:1][C:2]1[C:3]([C:9]([NH:14][CH3:13])=[O:11])=[N:4][C:5]([Br:8])=[CH:6][N:7]=1. The yield is 0.900. (9) The reactants are [OH:1][C:2]1[CH:3]=[C:4]([CH:7]=[C:8]([OH:10])[CH:9]=1)[C:5]#[N:6].C([O-])([O-])=O.[K+].[K+].[CH2:17](Br)[C:18]1[CH:23]=[CH:22][CH:21]=[CH:20][CH:19]=1. The catalyst is CC#N. The product is [CH2:17]([O:1][C:2]1[CH:3]=[C:4]([CH:7]=[C:8]([OH:10])[CH:9]=1)[C:5]#[N:6])[C:18]1[CH:23]=[CH:22][CH:21]=[CH:20][CH:19]=1. The yield is 0.290. (10) The reactants are C(O[CH:4](OCC)/[CH:5]=[CH:6]/[CH3:7])C.[C:11]([C@H:17]([C@@H:19]([C:21]([O:23][CH:24]([CH3:26])[CH3:25])=[O:22])[OH:20])[OH:18])([O:13][CH:14]([CH3:16])[CH3:15])=[O:12]. The catalyst is C1C=CC=CC=1.S(C1C=CC(C)=CC=1)([O-])(=O)=O.[NH+]1C=CC=CC=1. The product is [CH:5](/[CH:4]1[O:20][C@H:19]([C:21]([O:23][CH:24]([CH3:26])[CH3:25])=[O:22])[C@@H:17]([C:11]([O:13][CH:14]([CH3:15])[CH3:16])=[O:12])[O:18]1)=[CH:6]\[CH3:7]. The yield is 0.550.